Dataset: Volume of distribution at steady state (VDss) regression data from Lombardo et al.. Task: Regression/Classification. Given a drug SMILES string, predict its absorption, distribution, metabolism, or excretion properties. Task type varies by dataset: regression for continuous measurements (e.g., permeability, clearance, half-life) or binary classification for categorical outcomes (e.g., BBB penetration, CYP inhibition). For this dataset (vdss_lombardo), we predict log10(VDss) (log10 of volume of distribution in L/kg). (1) The compound is Nc1ncn(C2OC(CO)C(O)C2O)c(=O)n1. The log10(VDss) is -0.330. (2) The compound is CCc1c2c(nc3ccc(OC(=O)N4CCC([NH+]5CCCCC5)CC4)cc13)-c1cc3c(c(=O)n1C2)COC(=O)C3(O)CC. The log10(VDss) is 0.540. (3) The compound is CCOc1ccccc1OC(c1ccccc1)C1C[NH2+]CCO1. The log10(VDss) is -0.190. (4) The molecule is COc1cccc2c1C(=O)c1c(O)c3c(c(O)c1C2=O)CC(O)(C(=O)CO)CC3OC1CC([NH3+])C(OC2CCCCO2)C(C)O1. The log10(VDss) is 1.64. (5) The drug is CC(Cc1ccc(O)cc1)[NH2+]CC(O)c1cc(O)cc(O)c1. The log10(VDss) is 0.0800. (6) The drug is CC(=O)NCC1CN(c2ccc(N3CCOCC3)c(F)c2)C(=O)O1. The log10(VDss) is -0.240. (7) The drug is CC(C)=CCCC1(C)C=Cc2c(O)c3c(c(CC=C(C)C)c2O1)OC12C(=CC4CC1C(C)(C)OC2(C/C=C(/C)C(=O)[O-])C4=O)C3=O. The log10(VDss) is 0. (8) The log10(VDss) is -0.640. The drug is C/C=C(/C)C(=O)OC1C(OC(C)=O)C2(CO)C(O)CC3(C)C(=CCC4C5(C)CCC(OC6OC(C(=O)[O-])C(OC7OC(CO)C(O)C(O)C7O)C(O)C6OC6OC(CO)C(O)C(O)C6O)C(C)(CO)C5CCC43C)C2CC1(C)C. (9) The drug is Cc1cccc(Nc2ccncc2S(=O)(=O)[N-]C(=O)NC(C)C)c1. The log10(VDss) is -0.680.